From a dataset of Forward reaction prediction with 1.9M reactions from USPTO patents (1976-2016). Predict the product of the given reaction. (1) Given the reactants [CH2:1]([N:8]([CH3:26])[C:9]1[CH:10]=[C:11]([NH:19][CH:20]2[CH2:25][CH2:24][NH:23][CH2:22][CH2:21]2)[C:12]2[N:13]([C:15]([CH3:18])=[N:16][N:17]=2)[N:14]=1)[C:2]1[CH:7]=[CH:6][CH:5]=[CH:4][CH:3]=1.CCN(C(C)C)C(C)C.[C:36](Cl)(=[O:38])[CH3:37], predict the reaction product. The product is: [CH2:1]([N:8]([CH3:26])[C:9]1[CH:10]=[C:11]([NH:19][CH:20]2[CH2:25][CH2:24][N:23]([C:36](=[O:38])[CH3:37])[CH2:22][CH2:21]2)[C:12]2[N:13]([C:15]([CH3:18])=[N:16][N:17]=2)[N:14]=1)[C:2]1[CH:7]=[CH:6][CH:5]=[CH:4][CH:3]=1. (2) Given the reactants [I:1][C:2]1[C:10]2[C:5](=[CH:6][CH:7]=[C:8]([CH:11]=[O:12])[CH:9]=2)[NH:4][N:3]=1.Br[CH2:14][C:15]1[CH:20]=[CH:19][C:18]([C:21]([F:24])([F:23])[F:22])=[CH:17][C:16]=1[C:25]([F:28])([F:27])[F:26], predict the reaction product. The product is: [F:26][C:25]([F:27])([F:28])[C:16]1[CH:17]=[C:18]([C:21]([F:24])([F:22])[F:23])[CH:19]=[CH:20][C:15]=1[CH2:14][N:4]1[C:5]2[C:10](=[CH:9][C:8]([CH:11]=[O:12])=[CH:7][CH:6]=2)[C:2]([I:1])=[N:3]1. (3) Given the reactants [NH2:1][C:2]1[C:7]2[CH:8]=[C:9](Br)[S:10][C:6]=2[C:5]([C:12]([NH2:14])=[O:13])=[CH:4][N:3]=1.[CH3:15][C:16]1[CH:17]=[C:18](B(O)O)[S:19][CH:20]=1, predict the reaction product. The product is: [NH2:1][C:2]1[C:7]2[CH:8]=[C:9]([C:18]3[S:19][CH:20]=[C:16]([CH3:15])[CH:17]=3)[S:10][C:6]=2[C:5]([C:12]([NH2:14])=[O:13])=[CH:4][N:3]=1. (4) Given the reactants [CH3:1][C:2]1[CH:3]=[C:4]([N:9]2[CH:13]=[CH:12][C:11]([NH2:14])=[N:10]2)[CH:5]=[CH:6][C:7]=1[CH3:8].N1C=CC=CC=1.[Cl:21][C:22]1[CH:23]=[CH:24][C:25]([N+:31]([O-:33])=[O:32])=[C:26]([CH:30]=1)[C:27](Cl)=[O:28], predict the reaction product. The product is: [Cl:21][C:22]1[CH:23]=[CH:24][C:25]([N+:31]([O-:33])=[O:32])=[C:26]([CH:30]=1)[C:27]([NH:14][C:11]1[CH:12]=[CH:13][N:9]([C:4]2[CH:5]=[CH:6][C:7]([CH3:8])=[C:2]([CH3:1])[CH:3]=2)[N:10]=1)=[O:28]. (5) Given the reactants C([O:8][C:9]1[CH:14]=[C:13](I)[CH:12]=[CH:11][C:10]=1[N:16]1[S:20](=[O:22])(=[O:21])[N:19](CC[Si](C)(C)C)[C:18](=[O:29])[CH2:17]1)C1C=CC=CC=1.I[CH2:31][CH:32]1[CH2:37][CH2:36][CH2:35][CH2:34][CH2:33]1, predict the reaction product. The product is: [CH:32]1([CH2:31][C:13]2[CH:12]=[CH:11][C:10]([N:16]3[S:20](=[O:21])(=[O:22])[NH:19][C:18](=[O:29])[CH2:17]3)=[C:9]([OH:8])[CH:14]=2)[CH2:37][CH2:36][CH2:35][CH2:34][CH2:33]1.